Dataset: Catalyst prediction with 721,799 reactions and 888 catalyst types from USPTO. Task: Predict which catalyst facilitates the given reaction. (1) Product: [C:1]([N:4]1[C:13]2[C:8](=[CH:9][C:10]([C:14]#[N:15])=[CH:11][CH:12]=2)[C@H:7]([NH:16][C:22]2[CH:27]=[CH:26][C:25]([F:28])=[CH:24][N:23]=2)[C@@H:6]([CH3:17])[C@@H:5]1[CH:18]1[CH2:20][CH2:19]1)(=[O:3])[CH3:2]. Reactant: [C:1]([N:4]1[C:13]2[C:8](=[CH:9][C:10]([C:14]#[N:15])=[CH:11][CH:12]=2)[C@H:7]([NH2:16])[C@@H:6]([CH3:17])[C@@H:5]1[CH:18]1[CH2:20][CH2:19]1)(=[O:3])[CH3:2].Br[C:22]1[CH:27]=[CH:26][C:25]([F:28])=[CH:24][N:23]=1.CC(C)([O-])C.[Na+]. The catalyst class is: 11. (2) Reactant: N(C(=C[C:10]1C=CC=[C:15]2[C:11]=1[CH:12]=CN2)C(OC)=O)=[N+]=[N-].Br.[C:20]([O:23]CC)(=[O:22])C.[CH:26]1[C:30]2=[C:31]3[C:35]([CH:36]=[CH:37][C:29]2=[N:28][C:27]=1[C:38]([O:40][CH3:41])=[O:39])=[N:34][CH:33]=[CH:32]3.C1C2=C3C(=CC=C2NC1)NC(C(OC)=O)=C3.C(Cl)CCl. Product: [C:11]([O:23][C:20]([N:34]1[C:35]2[C:31](=[C:30]3[C:29](=[CH:37][CH:36]=2)[NH:28][C:27]([C:38]([O:40][CH3:41])=[O:39])=[CH:26]3)[CH2:32][CH2:33]1)=[O:22])([CH3:10])([CH3:12])[CH3:15]. The catalyst class is: 3.